Task: Predict the reactants needed to synthesize the given product.. Dataset: Full USPTO retrosynthesis dataset with 1.9M reactions from patents (1976-2016) (1) Given the product [F:18][C:19]1[CH:20]=[C:21]([N:13]2[C:14]3[C:10](=[C:9]([O:8][CH2:7][C:1]4[CH:2]=[CH:3][CH:4]=[CH:5][CH:6]=4)[CH:17]=[CH:16][CH:15]=3)[CH:11]=[N:12]2)[CH:22]=[C:23]([F:33])[C:24]=1[O:25][CH2:26][C:27]1[CH:28]=[CH:29][CH:30]=[CH:31][CH:32]=1, predict the reactants needed to synthesize it. The reactants are: [C:1]1([CH2:7][O:8][C:9]2[CH:17]=[CH:16][CH:15]=[C:14]3[C:10]=2[CH:11]=[N:12][NH:13]3)[CH:6]=[CH:5][CH:4]=[CH:3][CH:2]=1.[F:18][C:19]1[CH:20]=[C:21](B(O)O)[CH:22]=[C:23]([F:33])[C:24]=1[O:25][CH2:26][C:27]1[CH:32]=[CH:31][CH:30]=[CH:29][CH:28]=1.N1C=CC=CC=1. (2) The reactants are: [F:1][C:2]([F:25])([F:24])[C:3]1[N:8]=[N:7][C:6]([NH:9][C@H:10]2[C@@H:15]3[CH2:16][C@@H:12]([CH2:13][N:14]3C(OC(C)(C)C)=O)[CH2:11]2)=[CH:5][CH:4]=1.Cl. Given the product [F:25][C:2]([F:1])([F:24])[C:3]1[N:8]=[N:7][C:6]([NH:9][C@H:10]2[C@@H:15]3[CH2:16][C@@H:12]([CH2:13][NH:14]3)[CH2:11]2)=[CH:5][CH:4]=1, predict the reactants needed to synthesize it. (3) Given the product [C:22]([O:26][C:27]([NH:29][C@H:30]([CH2:35][C:36]1[CH:41]=[C:40]([F:42])[C:39]([F:43])=[CH:38][C:37]=1[F:44])[CH2:31][C:32]([N:10]1[CH2:9][CH2:8][N:7]2[C:12]([NH:13][C:14]([CH3:21])([CH3:20])[CH2:15][C:16]([CH3:19])([CH3:18])[CH3:17])=[C:4]([CH:1]3[CH2:3][CH2:2]3)[N:5]=[C:6]2[CH2:11]1)=[O:33])=[O:28])([CH3:25])([CH3:23])[CH3:24], predict the reactants needed to synthesize it. The reactants are: [CH:1]1([C:4]2[N:5]=[C:6]3[CH2:11][NH:10][CH2:9][CH2:8][N:7]3[C:12]=2[NH:13][C:14]([CH3:21])([CH3:20])[CH2:15][C:16]([CH3:19])([CH3:18])[CH3:17])[CH2:3][CH2:2]1.[C:22]([O:26][C:27]([NH:29][C@H:30]([CH2:35][C:36]1[CH:41]=[C:40]([F:42])[C:39]([F:43])=[CH:38][C:37]=1[F:44])[CH2:31][C:32](O)=[O:33])=[O:28])([CH3:25])([CH3:24])[CH3:23].